Dataset: Forward reaction prediction with 1.9M reactions from USPTO patents (1976-2016). Task: Predict the product of the given reaction. Given the reactants C(OC([N:8]1[CH2:17][CH2:16][C:15]2[C:10](=[CH:11][CH:12]=[C:13]([NH:18][C:19]3[C:24](=[O:25])[N:23]([CH3:26])[CH:22]=[C:21]([C:27]4[CH:32]=[C:31]([F:33])[CH:30]=[C:29]([N:34]5[CH2:46][CH2:45][N:37]6[C:38]7[CH2:39][CH2:40][CH2:41][CH2:42][C:43]=7[CH:44]=[C:36]6[C:35]5=[O:47])[C:28]=4[CH2:48][O:49][C:50](=[O:52])[CH3:51])[N:20]=3)[CH:14]=2)[CH2:9]1)=O)(C)(C)C.Cl, predict the reaction product. The product is: [C:50]([O:49][CH2:48][C:28]1[C:29]([N:34]2[CH2:46][CH2:45][N:37]3[C:38]4[CH2:39][CH2:40][CH2:41][CH2:42][C:43]=4[CH:44]=[C:36]3[C:35]2=[O:47])=[CH:30][C:31]([F:33])=[CH:32][C:27]=1[C:21]1[N:20]=[C:19]([NH:18][C:13]2[CH:14]=[C:15]3[C:10](=[CH:11][CH:12]=2)[CH2:9][NH:8][CH2:17][CH2:16]3)[C:24](=[O:25])[N:23]([CH3:26])[CH:22]=1)(=[O:52])[CH3:51].